Dataset: Forward reaction prediction with 1.9M reactions from USPTO patents (1976-2016). Task: Predict the product of the given reaction. (1) Given the reactants C([O:8][C:9]1[CH:21]=[CH:20][C:12]2[N:13]([CH2:16][CH:17]3[CH2:19][CH2:18]3)[N:14]=[N:15][C:11]=2[C:10]=1[C:22]([F:25])([F:24])[F:23])C1C=CC=CC=1, predict the reaction product. The product is: [CH:17]1([CH2:16][N:13]2[C:12]3[CH:20]=[CH:21][C:9]([OH:8])=[C:10]([C:22]([F:24])([F:25])[F:23])[C:11]=3[N:15]=[N:14]2)[CH2:19][CH2:18]1. (2) Given the reactants [CH:1]1[C:9]2[C:8]3[CH2:10][CH2:11][CH2:12][CH2:13][CH2:14][CH2:15][C:7]=3[O:6][C:5]=2[CH:4]=[CH:3][C:2]=1[NH2:16].[C:17]1([CH2:23][C:24](Cl)=[O:25])[CH:22]=[CH:21][CH:20]=[CH:19][CH:18]=1, predict the reaction product. The product is: [CH:1]1[C:9]2[C:8]3[CH2:10][CH2:11][CH2:12][CH2:13][CH2:14][CH2:15][C:7]=3[O:6][C:5]=2[CH:4]=[CH:3][C:2]=1[NH:16][C:24](=[O:25])[CH2:23][C:17]1[CH:22]=[CH:21][CH:20]=[CH:19][CH:18]=1. (3) Given the reactants [F:1][C:2]([F:15])([F:14])[C:3]1[CH:8]=[CH:7][CH:6]=[CH:5][C:4]=1[CH:9]=[CH:10][C:11](=[O:13])[CH3:12], predict the reaction product. The product is: [F:1][C:2]([F:14])([F:15])[C:3]1[CH:8]=[CH:7][CH:6]=[CH:5][C:4]=1[CH2:9][CH2:10][C:11](=[O:13])[CH3:12]. (4) The product is: [CH3:17][O:16][N:15]([CH3:14])[C:8]([C:5]1([CH3:11])[CH2:4][O:3][C:2]([CH3:1])([CH3:12])[O:7][CH2:6]1)=[O:10]. Given the reactants [CH3:1][C:2]1([CH3:12])[O:7][CH2:6][C:5]([CH3:11])([C:8]([OH:10])=O)[CH2:4][O:3]1.Cl.[CH3:14][NH:15][O:16][CH3:17].O.ON1C2C=CC=CC=2N=N1.Cl.C(N=C=NCCCN(C)C)C.C(N(CC)CC)C, predict the reaction product. (5) Given the reactants C1COCC1.[Cl:6][C:7]1[N:12]=[C:11](Cl)[C:10]([CH:14]=O)=[C:9]([Cl:16])[N:8]=1.Cl.[NH:18]([CH2:20][C:21]([O:23][CH2:24][CH3:25])=[O:22])[NH2:19], predict the reaction product. The product is: [Cl:16][C:9]1[N:8]=[C:7]([Cl:6])[N:12]=[C:11]2[N:18]([CH2:20][C:21]([O:23][CH2:24][CH3:25])=[O:22])[N:19]=[CH:14][C:10]=12. (6) The product is: [CH3:1][C:2]1([CH2:7][CH:8]=[O:12])[CH2:6][CH2:5][CH2:4][CH2:3]1. Given the reactants [CH3:1][C:2]1([CH:7](O)[CH3:8])[CH2:6][CH2:5][CH2:4][CH2:3]1.CC(OI1(OC(C)=O)(OC(C)=O)OC(=O)C2C=CC=CC1=2)=[O:12].S([O-])([O-])(=O)=S.[Na+].[Na+].C(=O)(O)[O-].[Na+], predict the reaction product. (7) Given the reactants Cl.[NH2:2][C@@H:3]1[CH2:8][CH2:7][C@H:6]([NH:9][C:10]([C:12]2[C:16]3[N:17]=[CH:18][N:19]=[C:20]([C:21]4[CH:26]=[C:25]([F:27])[C:24]([O:28][CH3:29])=[CH:23][C:22]=4[O:30][CH2:31][CH:32]4[CH2:34][CH2:33]4)[C:15]=3[NH:14][C:13]=2[CH3:35])=[O:11])[CH2:5][CH2:4]1.C([O:39][CH2:40][C:41](Cl)=[O:42])(=O)C, predict the reaction product. The product is: [CH:32]1([CH2:31][O:30][C:22]2[CH:23]=[C:24]([O:28][CH3:29])[C:25]([F:27])=[CH:26][C:21]=2[C:20]2[C:15]3[NH:14][C:13]([CH3:35])=[C:12]([C:10]([NH:9][C@H:6]4[CH2:7][CH2:8][C@@H:3]([NH:2][C:40](=[O:39])[CH2:41][OH:42])[CH2:4][CH2:5]4)=[O:11])[C:16]=3[N:17]=[CH:18][N:19]=2)[CH2:34][CH2:33]1.